From a dataset of CYP2C9 inhibition data for predicting drug metabolism from PubChem BioAssay. Regression/Classification. Given a drug SMILES string, predict its absorption, distribution, metabolism, or excretion properties. Task type varies by dataset: regression for continuous measurements (e.g., permeability, clearance, half-life) or binary classification for categorical outcomes (e.g., BBB penetration, CYP inhibition). Dataset: cyp2c9_veith. (1) The molecule is CCC/C=C(\CCC)C(NC(=O)c1ccccc1)c1ccccc1. The result is 0 (non-inhibitor). (2) The drug is Cc1nc2ccccc2n1CC(=O)N/N=C\C=C\c1ccccc1. The result is 1 (inhibitor). (3) The drug is CCOc1cc(/C=N/O)ccc1OS(=O)(=O)c1ccc(C)cc1. The result is 1 (inhibitor). (4) The molecule is Cc1cccc(NS(=O)(=O)c2c(C)n[nH]c2C)c1. The result is 1 (inhibitor). (5) The compound is Cc1ccccc1NS(=O)(=O)c1ccc2[nH]cc(C(=O)N(C)Cc3ccco3)c(=O)c2c1. The result is 1 (inhibitor).